From a dataset of Full USPTO retrosynthesis dataset with 1.9M reactions from patents (1976-2016). Predict the reactants needed to synthesize the given product. (1) Given the product [OH:19][CH:2]([CH2:3][OH:24])[CH2:1][N:4]1[C:14]2=[C:15]3[C:10](=[CH:11][CH:12]=[CH:13]2)[C:9]([CH3:17])([CH3:16])[CH2:8][CH2:7][N:6]3[C:5]1=[O:18], predict the reactants needed to synthesize it. The reactants are: [CH2:1]([N:4]1[C:14]2=[C:15]3[C:10](=[CH:11][CH:12]=[CH:13]2)[C:9]([CH3:17])([CH3:16])[CH2:8][CH2:7][N:6]3[C:5]1=[O:18])[CH:2]=[CH2:3].[OH2:19].C[N+]1([O-])CC[O:24]CC1.C(OO)(C)(C)C. (2) Given the product [Br:12][C:13]1[CH:22]=[C:21]2[C:16]([C:17](=[O:39])[N:18]([C:28]3[CH:29]=[CH:30][C:31]([O:34][C:35]([F:38])([F:37])[F:36])=[CH:32][CH:33]=3)[C:19]3([CH2:27][CH2:26][N:25]([CH2:57][C:52]4[CH:53]=[CH:54][CH:55]=[C:56]5[C:51]=4[CH:50]=[CH:49][N:48]=[CH:47]5)[CH2:24][CH2:23]3)[NH:20]2)=[CH:15][CH:14]=1, predict the reactants needed to synthesize it. The reactants are: S(C1C=CC(C)=CC=1)([O-])(=O)=O.[Br:12][C:13]1[CH:22]=[C:21]2[C:16]([C:17](=[O:39])[N:18]([C:28]3[CH:33]=[CH:32][C:31]([O:34][C:35]([F:38])([F:37])[F:36])=[CH:30][CH:29]=3)[C:19]3([CH2:27][CH2:26][NH:25][CH2:24][CH2:23]3)[NH:20]2)=[CH:15][CH:14]=1.C(N(CC)CC)C.[CH:47]1[C:56]2[CH:55]=[CH:54][CH:53]=[C:52]([CH:57]=O)[C:51]=2[CH:50]=[CH:49][N:48]=1.C([BH3-])#N.[Na+].C(=O)([O-])[O-].[Na+].[Na+]. (3) The reactants are: [F:1][C:2]([F:11])([F:10])[C:3]1[CH:4]=[C:5]([CH:7]=[CH:8][CH:9]=1)[NH2:6].[CH:12](=O)/[CH:13]=[CH:14]/[CH3:15].C(OCC)(=O)C. Given the product [CH3:15][C:14]1[CH:13]=[CH:12][C:7]2[C:5](=[CH:4][C:3]([C:2]([F:10])([F:11])[F:1])=[CH:9][CH:8]=2)[N:6]=1, predict the reactants needed to synthesize it. (4) Given the product [Si:3]([O:10][C:11]1[CH:12]=[C:13]2[C:17](=[CH:18][CH:19]=1)[N:16]([CH:20]([CH3:24])[CH3:21])[N:15]=[CH:14]2)([C:6]([CH3:9])([CH3:7])[CH3:8])([CH3:5])[CH3:4], predict the reactants needed to synthesize it. The reactants are: [H-].[Na+].[Si:3]([O:10][C:11]1[CH:12]=[C:13]2[C:17](=[CH:18][CH:19]=1)[NH:16][N:15]=[CH:14]2)([C:6]([CH3:9])([CH3:8])[CH3:7])([CH3:5])[CH3:4].[CH2:20]1[CH2:24]OC[CH2:21]1.